From a dataset of Catalyst prediction with 721,799 reactions and 888 catalyst types from USPTO. Predict which catalyst facilitates the given reaction. (1) Reactant: [OH:1][C:2]1([CH3:38])[C:6]([OH:8])([CH3:7])[CH2:5][N:4]([C:9]2[CH:10]=[C:11]([CH:35]=[CH:36][CH:37]=2)[C:12]([N:14]2[CH2:19][CH2:18][CH:17]([C:20]3[CH:21]=[C:22]([CH:32]=[CH:33][CH:34]=3)[CH2:23][NH:24]C(=O)OC(C)(C)C)[CH2:16][CH2:15]2)=[O:13])[CH2:3]1.[ClH:39]. Product: [ClH:39].[NH2:24][CH2:23][C:22]1[CH:21]=[C:20]([CH:17]2[CH2:18][CH2:19][N:14]([C:12]([C:11]3[CH:35]=[CH:36][CH:37]=[C:9]([N:4]4[CH2:5][C:6]([OH:8])([CH3:7])[C:2]([OH:1])([CH3:38])[CH2:3]4)[CH:10]=3)=[O:13])[CH2:15][CH2:16]2)[CH:34]=[CH:33][CH:32]=1. The catalyst class is: 5. (2) Product: [C:22]([O:21][C:19]([N:17]1[CH2:18][C@H:14]([NH:13][S:10]([C:5]2[CH:6]=[CH:7][CH:8]=[CH:9][C:4]=2[N+:1]([O-:3])=[O:2])(=[O:12])=[O:11])[CH2:15][C@H:16]1[C:26]([OH:28])=[O:27])=[O:20])([CH3:25])([CH3:23])[CH3:24]. Reactant: [N+:1]([C:4]1[CH:9]=[CH:8][CH:7]=[CH:6][C:5]=1[S:10]([NH:13][C@H:14]1[CH2:18][N:17]([C:19]([O:21][C:22]([CH3:25])([CH3:24])[CH3:23])=[O:20])[C@H:16]([C:26]([O:28]C)=[O:27])[CH2:15]1)(=[O:12])=[O:11])([O-:3])=[O:2].[Li+].[OH-]. The catalyst class is: 278. (3) Reactant: [OH:1][CH:2]1[CH2:7][CH2:6][C:5]([C:12]2[CH:17]=[CH:16][CH:15]=[C:14]([O:18][CH3:19])[CH:13]=2)([C:8]([O:10][CH3:11])=[O:9])[CH2:4][CH2:3]1.[C:20]1(P([C:20]2[CH:25]=[CH:24][CH:23]=[CH:22][CH:21]=2)[C:20]2[CH:25]=[CH:24][CH:23]=[CH:22][CH:21]=2)[CH:25]=[CH:24][CH:23]=[CH:22][CH:21]=1.C1(O)C=CC=CC=1.N(C(OCC)=O)=NC(OCC)=O. Product: [CH3:19][O:18][C:14]1[CH:13]=[C:12]([C:5]2([C:8]([O:10][CH3:11])=[O:9])[CH2:6][CH2:7][CH:2]([O:1][C:20]3[CH:25]=[CH:24][CH:23]=[CH:22][CH:21]=3)[CH2:3][CH2:4]2)[CH:17]=[CH:16][CH:15]=1. The catalyst class is: 30. (4) Reactant: [C:1]([O:5][C:6]([NH:8][C:9]1[S:10][CH:11]=[CH:12][C:13]=1[C:14]([O:16][CH3:17])=[O:15])=[O:7])([CH3:4])([CH3:3])[CH3:2].[Br:18]N1C(=O)CCC1=O.C(Cl)(Cl)Cl. Product: [C:1]([O:5][C:6]([NH:8][C:9]1[S:10][C:11]([Br:18])=[CH:12][C:13]=1[C:14]([O:16][CH3:17])=[O:15])=[O:7])([CH3:4])([CH3:3])[CH3:2]. The catalyst class is: 717. (5) Reactant: [F:1][C:2]1[CH:7]=[CH:6][C:5]([CH:8]([N:10]2[CH2:15][CH2:14][N:13](C(OC(C)(C)C)=O)[CH2:12][CH2:11]2)[CH3:9])=[CH:4][CH:3]=1.Cl. Product: [F:1][C:2]1[CH:7]=[CH:6][C:5]([CH:8]([N:10]2[CH2:11][CH2:12][NH:13][CH2:14][CH2:15]2)[CH3:9])=[CH:4][CH:3]=1. The catalyst class is: 5.